Task: Predict the reactants needed to synthesize the given product.. Dataset: Full USPTO retrosynthesis dataset with 1.9M reactions from patents (1976-2016) (1) Given the product [NH2:21][C:22]1[C:23]([C:28]2[S:9][C:10]3[CH:16]=[C:15]([C:17]([OH:19])=[O:18])[CH:14]=[CH:13][C:11]=3[N:12]=2)=[N:24][CH:25]=[CH:26][N:27]=1, predict the reactants needed to synthesize it. The reactants are: ClC1C=CC(C2[S:9][C:10]3[CH:16]=[C:15]([C:17]([OH:19])=[O:18])[CH:14]=[CH:13][C:11]=3[N:12]=2)=C(O)C=1.[NH2:21][C:22]1[C:23]([CH:28]=O)=[N:24][CH:25]=[CH:26][N:27]=1.NC1C=CC(C(O)=O)=CC=1S. (2) Given the product [Cl:6][C:7]1[CH:8]=[N:9][CH:10]=[C:11]([Cl:28])[C:12]=1[NH:13][C:14]1[C:23]2[C:18](=[C:19]([O:26][CH2:2][C:3]([OH:5])=[O:4])[C:20]([O:24][CH3:25])=[CH:21][CH:22]=2)[O:17][C:16](=[O:27])[CH:15]=1, predict the reactants needed to synthesize it. The reactants are: Br[CH2:2][C:3]([OH:5])=[O:4].[Cl:6][C:7]1[CH:8]=[N:9][CH:10]=[C:11]([Cl:28])[C:12]=1[NH:13][C:14]1[C:23]2[C:18](=[C:19]([OH:26])[C:20]([O:24][CH3:25])=[CH:21][CH:22]=2)[O:17][C:16](=[O:27])[CH:15]=1. (3) Given the product [O:16]=[C:12]1[C:11](=[CH:17][C:19]2[NH:20][C:21]3[CH2:22][CH2:23][CH2:24][CH2:25][C:26]=3[C:27]=2[CH2:28][CH2:29][C:30]([OH:32])=[O:31])[C:10]2[C:14](=[CH:15][C:7]([C:1]3[CH:2]=[CH:3][CH:4]=[CH:5][CH:6]=3)=[CH:8][CH:9]=2)[NH:13]1, predict the reactants needed to synthesize it. The reactants are: [C:1]1([C:7]2[CH:15]=[C:14]3[C:10]([CH2:11][C:12](=[O:16])[NH:13]3)=[CH:9][CH:8]=2)[CH:6]=[CH:5][CH:4]=[CH:3][CH:2]=1.[CH:17]([C:19]1[NH:20][C:21]2[CH2:22][CH2:23][CH2:24][CH2:25][C:26]=2[C:27]=1[CH2:28][CH2:29][C:30]([OH:32])=[O:31])=O. (4) Given the product [CH2:21]([S:25]([C:28]1[S:32][C:31]([N:33]2[CH2:38][CH2:37][N:36]([C:10]([C:9]3[CH:13]=[C:5]([S:2]([CH3:1])(=[O:3])=[O:4])[CH:6]=[CH:7][C:8]=3[O:14][CH2:15][C:16]([F:19])([F:18])[F:17])=[O:12])[CH2:35][CH2:34]2)=[N:30][CH:29]=1)(=[O:27])=[O:26])[CH2:22][CH2:23][CH3:24], predict the reactants needed to synthesize it. The reactants are: [CH3:1][S:2]([C:5]1[CH:6]=[CH:7][C:8]([O:14][CH2:15][C:16]([F:19])([F:18])[F:17])=[C:9]([CH:13]=1)[C:10]([OH:12])=O)(=[O:4])=[O:3].Cl.[CH2:21]([S:25]([C:28]1[S:32][C:31]([N:33]2[CH2:38][CH2:37][NH:36][CH2:35][CH2:34]2)=[N:30][CH:29]=1)(=[O:27])=[O:26])[CH2:22][CH2:23][CH3:24]. (5) The reactants are: [C:1]([O:5][C:6]([N:8]([CH2:12][C:13]([OH:15])=O)[CH2:9][CH2:10][CH3:11])=[O:7])([CH3:4])([CH3:3])[CH3:2].[C:16]12([NH2:26])[CH2:25][CH:20]3[CH2:21][CH:22]([CH2:24][CH:18]([CH2:19]3)[CH2:17]1)[CH2:23]2.C(N(CC)C(C)C)(C)C.F[P-](F)(F)(F)(F)F.N1(OC(N(C)C)=[N+](C)C)C2N=CC=CC=2N=N1. Given the product [C:16]12([NH:26][C:13](=[O:15])[CH2:12][N:8]([C:6]([O:5][C:1]([CH3:2])([CH3:3])[CH3:4])=[O:7])[CH2:9][CH2:10][CH3:11])[CH2:23][CH:22]3[CH2:21][CH:20]([CH2:19][CH:18]([CH2:24]3)[CH2:17]1)[CH2:25]2, predict the reactants needed to synthesize it. (6) The reactants are: [CH2:1]([O:3][C@@H:4]([CH2:9][C:10]1[CH:15]=[CH:14][C:13]([C:16]2[CH:21]=[CH:20][CH:19]=[C:18]([CH2:22][N:23]([CH3:33])[C:24](=[O:32])[CH2:25][CH2:26][CH2:27][CH2:28][CH2:29][CH2:30][CH3:31])[CH:17]=2)=[CH:12][CH:11]=1)[C:5]([O:7]C)=[O:6])[CH3:2].O.[OH-].[Li+]. Given the product [CH2:1]([O:3][C@@H:4]([CH2:9][C:10]1[CH:15]=[CH:14][C:13]([C:16]2[CH:21]=[CH:20][CH:19]=[C:18]([CH2:22][N:23]([CH3:33])[C:24](=[O:32])[CH2:25][CH2:26][CH2:27][CH2:28][CH2:29][CH2:30][CH3:31])[CH:17]=2)=[CH:12][CH:11]=1)[C:5]([OH:7])=[O:6])[CH3:2], predict the reactants needed to synthesize it. (7) The reactants are: [C:1]([C:3]1([NH:6][C:7]([C@@H:9]2[CH2:13][C@@H:12]([S:14]([C:17]3[CH:22]=[CH:21][C:20](Br)=[CH:19][C:18]=3[Cl:24])(=[O:16])=[O:15])[CH2:11][C@H:10]2[C:25]([N:27]2[CH2:31][CH2:30][C:29]([F:33])([F:32])[CH2:28]2)=[O:26])=[O:8])[CH2:5][CH2:4]1)#[N:2].[Cl:34][C:35]1[CH:40]=[C:39](B(O)O)[CH:38]=[CH:37][N:36]=1. Given the product [C:1]([C:3]1([NH:6][C:7]([C@@H:9]2[CH2:13][C@@H:12]([S:14]([C:17]3[CH:22]=[CH:21][C:20]([C:39]4[CH:38]=[CH:37][N:36]=[C:35]([Cl:34])[CH:40]=4)=[CH:19][C:18]=3[Cl:24])(=[O:16])=[O:15])[CH2:11][C@H:10]2[C:25]([N:27]2[CH2:31][CH2:30][C:29]([F:33])([F:32])[CH2:28]2)=[O:26])=[O:8])[CH2:5][CH2:4]1)#[N:2], predict the reactants needed to synthesize it. (8) Given the product [CH:1]1([CH2:7][N:8]2[C:12]3[CH:13]=[CH:14][C:15]([N:17]([CH3:35])[S:18]([C:21]4[CH:22]=[CH:23][CH:24]=[CH:25][CH:26]=4)(=[O:20])=[O:19])=[CH:16][C:11]=3[N:10]=[C:9]2[C:27]2([CH3:30])[CH2:29][CH2:28]2)[CH2:2][CH2:3][CH2:4][CH2:5][CH2:6]1, predict the reactants needed to synthesize it. The reactants are: [CH:1]1([CH2:7][N:8]2[C:12]3[CH:13]=[CH:14][C:15]([NH:17][S:18]([C:21]4[CH:26]=[CH:25][CH:24]=[CH:23][CH:22]=4)(=[O:20])=[O:19])=[CH:16][C:11]=3[N:10]=[C:9]2[C:27]2([CH3:30])[CH2:29][CH2:28]2)[CH2:6][CH2:5][CH2:4][CH2:3][CH2:2]1.[H-].[Na+].IC.[C:35](O)(C(F)(F)F)=O. (9) Given the product [F:1][C:2]1[CH:3]=[CH:4][C:5]([CH:8]=[CH:9][C:10]([NH:12][C@H:13]([C:23]([OH:25])=[O:24])[CH2:14][C:15]2[CH:16]=[CH:17][C:18]([O:21][CH3:22])=[CH:19][CH:20]=2)=[O:11])=[CH:6][CH:7]=1, predict the reactants needed to synthesize it. The reactants are: [F:1][C:2]1[CH:7]=[CH:6][C:5]([CH:8]=[CH:9][C:10]([NH:12][C@H:13]([C:23]([O:25]C)=[O:24])[CH2:14][C:15]2[CH:20]=[CH:19][C:18]([O:21][CH3:22])=[CH:17][CH:16]=2)=[O:11])=[CH:4][CH:3]=1.[OH-].[Na+]. (10) Given the product [CH2:28]([O:27][C:25]([NH:19][C@H:6]1[C@@H:7]2[CH:13]=[CH:12][C@@H:11]([C@@H:10]3[C@H:8]2[CH2:9]3)[C@H:5]1[C:3]([O:2][CH3:1])=[O:4])=[O:26])[C:29]1[CH:38]=[CH:37][CH:36]=[CH:35][CH:34]=1.[CH:11]12[CH:12]=[CH:13][CH:7]([CH:6]([C:14]([O:16][NH:19][C:22]([O:41][CH2:34][C:35]3[CH:40]=[CH:39][CH:38]=[CH:37][CH:36]=3)=[O:26])=[O:15])[CH2:5]1)[CH:8]1[CH:10]2[CH2:9]1, predict the reactants needed to synthesize it. The reactants are: [CH3:1][O:2][C:3]([CH:5]1[CH:11]2[CH:12]=[CH:13][CH:7]([CH:8]3[CH:10]2[CH2:9]3)[CH:6]1[C:14]([OH:16])=[O:15])=[O:4].C([N:19]([CH2:22]C)CC)C.Cl[C:25]([O:27][CH2:28][CH3:29])=[O:26].[N-]=[N+]=[N-].[Na+].[CH2:34]([OH:41])[C:35]1[CH:40]=[CH:39][CH:38]=[CH:37][CH:36]=1.